This data is from Full USPTO retrosynthesis dataset with 1.9M reactions from patents (1976-2016). The task is: Predict the reactants needed to synthesize the given product. Given the product [CH3:12][CH:9]1[C:10]2[C:5](=[CH:4][CH:3]=[C:2]([C:5]3[CH:10]=[CH:9][N:8]=[CH:7][CH:6]=3)[CH:11]=2)[CH2:6][CH2:7][NH:8]1, predict the reactants needed to synthesize it. The reactants are: Br[C:2]1[CH:11]=[C:10]2[C:5]([CH2:6][CH2:7][NH:8][CH:9]2[CH3:12])=[CH:4][CH:3]=1.B(O)O.